From a dataset of Full USPTO retrosynthesis dataset with 1.9M reactions from patents (1976-2016). Predict the reactants needed to synthesize the given product. (1) Given the product [S:1]1[CH:5]=[CH:4][CH:3]=[C:2]1[S:6]([NH:9][C:10]1[CH:11]=[CH:12][CH:13]=[C:14]2[C:18]=1[NH:17][C:16]([C:19]1[S:20][C:21]([CH2:24][N:25]3[CH2:30][CH2:29][N:28]([CH2:31][C:32]([OH:34])=[O:33])[CH2:27][CH2:26]3)=[CH:22][N:23]=1)=[CH:15]2)(=[O:7])=[O:8], predict the reactants needed to synthesize it. The reactants are: [S:1]1[CH:5]=[CH:4][CH:3]=[C:2]1[S:6]([NH:9][C:10]1[CH:11]=[CH:12][CH:13]=[C:14]2[C:18]=1[NH:17][C:16]([C:19]1[S:20][C:21]([CH2:24][N:25]3[CH2:30][CH2:29][N:28]([CH2:31][C:32]([O:34]CC)=[O:33])[CH2:27][CH2:26]3)=[CH:22][N:23]=1)=[CH:15]2)(=[O:8])=[O:7].[OH-].[Na+].C(O)(=O)CC(CC(O)=O)(C(O)=O)O.[Cl-].[Na+]. (2) Given the product [CH3:1][O:2][C:3]1[CH:8]=[C:7]([O:9][CH3:10])[CH:6]=[C:5]([N:11]2[CH:15]=[C:14]([CH3:16])[N:13]=[C:12]2[C:17]2[CH:18]=[N:19][CH:20]=[CH:21][C:22]=2[CH3:23])[C:4]=1[NH2:24], predict the reactants needed to synthesize it. The reactants are: [CH3:1][O:2][C:3]1[C:4]([N+:24]([O-])=O)=[C:5]([N:11]2[CH:15]=[C:14]([CH3:16])[N:13]=[C:12]2[C:17]2[CH:18]=[N:19][CH:20]=[CH:21][C:22]=2[CH3:23])[CH:6]=[C:7]([O:9][CH3:10])[CH:8]=1.C1COCC1.C([O-])=O.[NH4+]. (3) Given the product [CH3:1][C:2]1[N:6]2[C:7]3[CH:13]=[CH:12][N:11]([CH:22]([C:23]4[CH:28]=[CH:27][CH:26]=[CH:25][CH:24]=4)[CH3:21])[C:8]=3[CH:9]=[CH:10][C:5]2=[N:4][N:3]=1, predict the reactants needed to synthesize it. The reactants are: [CH3:1][C:2]1[N:6]2[C:7]3[CH:13]=[CH:12][NH:11][C:8]=3[CH:9]=[CH:10][C:5]2=[N:4][N:3]=1.C([O-])([O-])=O.[K+].[K+].Br[CH2:21][CH2:22][C:23]1[CH:28]=[CH:27][CH:26]=[CH:25][CH:24]=1.